From a dataset of Catalyst prediction with 721,799 reactions and 888 catalyst types from USPTO. Predict which catalyst facilitates the given reaction. (1) Reactant: [S:1]1[C:5]2[CH:6]=[CH:7][CH:8]=[CH:9][C:4]=2[N:3]=[C:2]1[C:10]1[C:18]2[CH2:17][CH2:16][N:15](C(OC(C)(C)C)=O)[CH2:14][C:13]=2[S:12][C:11]=1[NH:26][CH2:27][CH3:28].[F:29][C:30]([F:35])([F:34])[C:31]([OH:33])=[O:32]. Product: [F:29][C:30]([F:35])([F:34])[C:31]([O-:33])=[O:32].[S:1]1[C:5]2[CH:6]=[CH:7][CH:8]=[CH:9][C:4]=2[N:3]=[C:2]1[C:10]1[C:18]2[CH2:17][CH2:16][NH2+:15][CH2:14][C:13]=2[S:12][C:11]=1[NH:26][CH2:27][CH3:28]. The catalyst class is: 4. (2) Reactant: [CH3:1][C:2]1[C:3]([C:17](=O)[CH3:18])=[CH:4][C:5]2[N:9]=[CH:8][N:7]([CH:10]3[CH2:15][CH2:14][CH2:13][CH2:12][O:11]3)[C:6]=2[CH:16]=1.CC([O-])=O.[Na+].Cl.[NH2:26][OH:27]. Product: [CH3:1][C:2]1[C:3]([C:17](=[N:26][OH:27])[CH3:18])=[CH:4][C:5]2[N:9]=[CH:8][N:7]([CH:10]3[CH2:15][CH2:14][CH2:13][CH2:12][O:11]3)[C:6]=2[CH:16]=1. The catalyst class is: 5. (3) Reactant: Br[C:2]1[CH:7]=[CH:6][C:5]([Br:8])=[CH:4][C:3]=1[N+:9]([O-:11])=[O:10].C1([Li])C=CC=CC=1.C1[CH2:23][O:22]CC1.CN(C=[O:28])C.S(=O)(=O)(O)O. Product: [Br:8][C:5]1[CH:6]=[CH:7][C:2]([C:23]([OH:22])=[O:28])=[C:3]([N+:9]([O-:11])=[O:10])[CH:4]=1. The catalyst class is: 1. (4) Reactant: [Cl:1][C:2]1[C:3]([CH3:14])=[C:4]([CH:9]=[CH:10][C:11]=1[C:12]#[N:13])[C:5](OC)=[O:6].C(S)CS.[BH4-].[Na+]. Product: [Cl:1][C:2]1[C:3]([CH3:14])=[C:4]([CH2:5][OH:6])[CH:9]=[CH:10][C:11]=1[C:12]#[N:13]. The catalyst class is: 1. (5) Reactant: [CH3:1][O:2][C:3](=[O:24])[CH2:4][C:5]1[C:14]([CH3:15])=[C:13]([C:16]2[CH:21]=[CH:20][C:19]([NH2:22])=[CH:18][CH:17]=2)[C:12]2[C:7](=[CH:8][CH:9]=[C:10]([F:23])[CH:11]=2)[CH:6]=1.[C:25]1([S:31](Cl)(=[O:33])=[O:32])[CH:30]=[CH:29][CH:28]=[CH:27][CH:26]=1.C(N(C(C)C)CC)(C)C. Product: [CH3:1][O:2][C:3](=[O:24])[CH2:4][C:5]1[C:14]([CH3:15])=[C:13]([C:16]2[CH:21]=[CH:20][C:19]([NH:22][S:31]([C:25]3[CH:30]=[CH:29][CH:28]=[CH:27][CH:26]=3)(=[O:33])=[O:32])=[CH:18][CH:17]=2)[C:12]2[C:7](=[CH:8][CH:9]=[C:10]([F:23])[CH:11]=2)[CH:6]=1. The catalyst class is: 1. (6) Reactant: [S:1]([OH:5])([CH3:4])(=[O:3])=[O:2].[CH:6]([O:9][C:10]1[CH:17]=[CH:16][C:13]([CH:14]=[O:15])=[CH:12][N:11]=1)([CH3:8])[CH3:7].[CH2:18](O)[CH2:19][CH:20]=[CH2:21].C([O-])(O)=O.[Na+]. Product: [CH3:4][S:1]([O:5][CH:19]1[CH2:20][CH2:21][O:15][CH:14]([C:13]2[CH:12]=[N:11][C:10]([O:9][CH:6]([CH3:8])[CH3:7])=[CH:17][CH:16]=2)[CH2:18]1)(=[O:3])=[O:2]. The catalyst class is: 2. (7) Reactant: C(OC([N:6]1[CH:10]=[C:9]([C:11]2[CH:32]=[CH:31][C:14]3[O:15][CH2:16][CH2:17][N:18]([C:19]4[S:20][C:21]5[C:22](=[O:30])[NH:23][C:24]([CH3:29])([CH3:28])[CH2:25][C:26]=5[N:27]=4)[C:13]=3[CH:12]=2)[CH:8]=[N:7]1)C)C.Cl.O1CCOCC1. The catalyst class is: 2. Product: [NH:6]1[CH:10]=[C:9]([C:11]2[CH:32]=[CH:31][C:14]3[O:15][CH2:16][CH2:17][N:18]([C:19]4[S:20][C:21]5[C:22](=[O:30])[NH:23][C:24]([CH3:29])([CH3:28])[CH2:25][C:26]=5[N:27]=4)[C:13]=3[CH:12]=2)[CH:8]=[N:7]1.